This data is from Full USPTO retrosynthesis dataset with 1.9M reactions from patents (1976-2016). The task is: Predict the reactants needed to synthesize the given product. (1) Given the product [C:13]([O:16][C@@H:17]1[C@@H:27]([O:28][C:29](=[O:31])[CH3:30])[C@H:26]([O:32][C:33](=[O:35])[CH3:34])[C@@H:25]([CH2:36][O:37][C:38](=[O:40])[CH3:39])[S:24][CH:18]1[OH:19])(=[O:15])[CH3:14], predict the reactants needed to synthesize it. The reactants are: [Si](OS(C(F)(F)F)(=O)=O)(C)(C)C.[C:13]([O:16][C@@H:17]1[C@@H:27]([O:28][C:29](=[O:31])[CH3:30])[C@H:26]([O:32][C:33](=[O:35])[CH3:34])[C@@H:25]([CH2:36][O:37][C:38](=[O:40])[CH3:39])[S:24][CH:18]1[O:19][Si](C)(C)C)(=[O:15])[CH3:14].C(C1C=CC(CC2C=CC=CC=2C[Si](O[Si](CC2C=CC=CC=2CC2C=CC(CC)=CC=2)(C)C)(C)C)=CC=1)C. (2) Given the product [CH2:4]([N:11]1[CH2:12][C:13]([O:22][S:25]([C:24]([F:37])([F:36])[F:23])(=[O:27])=[O:26])=[C:14]([C:17]([O:19][CH2:20][CH3:21])=[O:18])[CH2:15][CH2:16]1)[C:5]1[CH:6]=[CH:7][CH:8]=[CH:9][CH:10]=1, predict the reactants needed to synthesize it. The reactants are: [H-].[Na+].Cl.[CH2:4]([N:11]1[CH2:16][CH2:15][CH:14]([C:17]([O:19][CH2:20][CH3:21])=[O:18])[C:13](=[O:22])[CH2:12]1)[C:5]1[CH:10]=[CH:9][CH:8]=[CH:7][CH:6]=1.[F:23][C:24]([F:37])([F:36])[S:25](O[S:25]([C:24]([F:37])([F:36])[F:23])(=[O:27])=[O:26])(=[O:27])=[O:26].[Cl-].[NH4+].